Predict which catalyst facilitates the given reaction. From a dataset of Catalyst prediction with 721,799 reactions and 888 catalyst types from USPTO. (1) Reactant: [F:1][C:2]1[CH:8]=[CH:7][C:5]([NH2:6])=[CH:4][CH:3]=1.C(N(CC)CC)C.Cl[C:17]([CH:19]([CH2:25][CH3:26])[C:20]([O:22][CH2:23][CH3:24])=[O:21])=[O:18]. Product: [F:1][C:2]1[CH:8]=[CH:7][C:5]([NH:6][C:17]([CH:19]([CH2:25][CH3:26])[C:20]([O:22][CH2:23][CH3:24])=[O:21])=[O:18])=[CH:4][CH:3]=1. The catalyst class is: 2. (2) Reactant: [CH2:1]([C@H:8]([C@H:15]([OH:22])[C:16]([O:18]C(C)C)=[O:17])[C:9]([O:11]C(C)C)=[O:10])[C:2]1[CH:7]=[CH:6][CH:5]=[CH:4][CH:3]=1.[OH-].[K+]. Product: [CH2:1]([C@H:8]([C@H:15]([OH:22])[C:16]([OH:18])=[O:17])[C:9]([OH:11])=[O:10])[C:2]1[CH:3]=[CH:4][CH:5]=[CH:6][CH:7]=1. The catalyst class is: 20. (3) Reactant: [CH3:1]C(=C)C[Mg]Cl.[Cl:7][C:8]1[CH:31]=[CH:30][C:11]([CH2:12][N:13]2[C:17]3([CH2:21][CH2:20][N:19]([CH:22]4[CH2:27][CH2:26][CH2:25][CH2:24][CH2:23]4)[C:18]3=[O:28])[CH2:16][C:15](=[O:29])[CH2:14]2)=[CH:10][CH:9]=1. Product: [Cl:7][C:8]1[CH:9]=[CH:10][C:11]([CH2:12][N:13]2[C:17]3([CH2:21][CH2:20][N:19]([CH:22]4[CH2:27][CH2:26][CH2:25][CH2:24][CH2:23]4)[C:18]3=[O:28])[CH2:16][C:15]([OH:29])([CH3:1])[CH2:14]2)=[CH:30][CH:31]=1. The catalyst class is: 1. (4) Reactant: C(O[C:6]([NH:8][CH2:9][CH2:10][N:11]1[C:15](Br)=[C:14]([C:17]2[CH:22]=[CH:21][CH:20]=[C:19]([F:23])[CH:18]=2)[C:13]([C:24]([O:26][CH2:27][CH3:28])=[O:25])=[CH:12]1)=O)(C)(C)C.[ClH:29].C=O.[OH-].[Na+]. Product: [Cl:29][C:15]1[N:11]2[CH2:10][CH2:9][NH:8][CH2:6][C:12]2=[C:13]([C:24]([O:26][CH2:27][CH3:28])=[O:25])[C:14]=1[C:17]1[CH:22]=[CH:21][CH:20]=[C:19]([F:23])[CH:18]=1. The catalyst class is: 8. (5) Reactant: [H-].[Na+].[CH2:3](OC=O)C.[Br:8][C:9]1[CH:10]=[C:11]2[C:15](=[CH:16][CH:17]=1)[C:14](=O)[CH2:13][CH2:12]2.O.[NH2:20][NH2:21].C(O)(=O)C. Product: [Br:8][C:9]1[CH:10]=[C:11]2[C:15](=[CH:16][CH:17]=1)[C:14]1[NH:20][N:21]=[CH:3][C:13]=1[CH2:12]2. The catalyst class is: 48. (6) Reactant: N[CH2:2][C:3]([C:5]1[CH:10]=[CH:9][CH:8]=[CH:7][CH:6]=1)=[O:4].CC[N:13](CC)CC.[CH3:18][O:19][C:20]1[CH:28]=[CH:27][C:23]([C:24](Cl)=[O:25])=[CH:22][CH:21]=1. Product: [C:3]([C:5]1[CH:10]=[CH:9][CH:8]=[CH:7][C:6]=1[NH:13][C:24](=[O:25])[C:23]1[CH:27]=[CH:28][C:20]([O:19][CH3:18])=[CH:21][CH:22]=1)(=[O:4])[CH3:2]. The catalyst class is: 1. (7) Reactant: [Cl:1][C:2]1[CH:3]=[CH:4][C:5]([N+:11]([O-:13])=[O:12])=[C:6]([CH:10]=1)[C:7]([OH:9])=[O:8].[CH2:14](OC(=O)C1C=C(N2CCCCC2)C=CC=1N)[CH3:15].S(Cl)(Cl)=O. Product: [CH2:14]([O:8][C:7](=[O:9])[C:6]1[CH:10]=[C:2]([Cl:1])[CH:3]=[CH:4][C:5]=1[N+:11]([O-:13])=[O:12])[CH3:15]. The catalyst class is: 8. (8) Reactant: [Cl:1][C:2]1[CH:7]=[CH:6][C:5]([C@:8]2([O:26][C@H:25]([CH2:27][O:28][C:29](=[O:31])[CH3:30])[C@@H:20]([O:21][C:22](=[O:24])[CH3:23])[C@H:15]([O:16][C:17](=[O:19])[CH3:18])[C@H:10]2[O:11][C:12](=[O:14])[CH3:13])[OH:9])=[CH:4][C:3]=1[CH2:32][C:33]1[CH:38]=[CH:37][C:36]([O:39][C:40]2([C:45](O)=[O:46])[CH2:44][CH2:43][CH2:42][CH2:41]2)=[CH:35][CH:34]=1.C(Cl)(=O)C(Cl)=O. Product: [Cl:1][C:2]1[CH:7]=[CH:6][C:5]([C@:8]2([O:26][C@H:25]([CH2:27][O:28][C:29](=[O:31])[CH3:30])[C@@H:20]([O:21][C:22](=[O:24])[CH3:23])[C@H:15]([O:16][C:17](=[O:19])[CH3:18])[C@H:10]2[O:11][C:12](=[O:14])[CH3:13])[OH:9])=[CH:4][C:3]=1[CH2:32][C:33]1[CH:38]=[CH:37][C:36]([O:39][C:40]2([CH2:45][OH:46])[CH2:44][CH2:43][CH2:42][CH2:41]2)=[CH:35][CH:34]=1. The catalyst class is: 4.